From a dataset of Full USPTO retrosynthesis dataset with 1.9M reactions from patents (1976-2016). Predict the reactants needed to synthesize the given product. (1) Given the product [CH:8]([CH:4]1[O:3][C:2]([NH:1][CH2:12][CH2:13][N:14]2[CH2:19][CH2:18][O:17][CH2:16][CH2:15]2)=[N:6][C:5]1=[O:7])([CH3:10])[CH3:9], predict the reactants needed to synthesize it. The reactants are: [NH2:1][C:2]1[O:3][CH:4]([CH:8]([CH3:10])[CH3:9])[C:5](=[O:7])[N:6]=1.N[CH2:12][CH2:13][N:14]1[CH2:19][CH2:18][O:17][CH2:16][CH2:15]1. (2) Given the product [F:1][C:2]1[CH:9]=[C:8]([C:10]([C:11]2[CH:12]=[N:13][CH:14]=[CH:15][CH:16]=2)=[O:17])[CH:7]=[CH:6][C:3]=1[C:4]#[N:5], predict the reactants needed to synthesize it. The reactants are: [F:1][C:2]1[CH:9]=[C:8]([CH:10]([OH:17])[C:11]2[CH:12]=[N:13][CH:14]=[CH:15][CH:16]=2)[CH:7]=[CH:6][C:3]=1[C:4]#[N:5]. (3) Given the product [CH3:14][C:15]1[C:16]([C:2]2[S:6][C:5]([C:7]([S:10]([CH3:13])(=[O:12])=[O:11])([CH3:9])[CH3:8])=[N:4][CH:3]=2)=[C:17]([NH:30][C:31]2[N:36]=[C:35]([C:37]([F:39])([F:38])[F:40])[CH:34]=[CH:33][N:32]=2)[CH:18]=[CH:19][CH:20]=1, predict the reactants needed to synthesize it. The reactants are: Br[C:2]1[S:6][C:5]([C:7]([S:10]([CH3:13])(=[O:12])=[O:11])([CH3:9])[CH3:8])=[N:4][CH:3]=1.[CH3:14][C:15]1[CH:16]=[C:17]([NH:30][C:31]2[N:36]=[C:35]([C:37]([F:40])([F:39])[F:38])[CH:34]=[CH:33][N:32]=2)[CH:18]=[C:19](B2OC(C)(C)C(C)(C)O2)[CH:20]=1.C(Cl)Cl.C([O-])([O-])=O.[Na+].[Na+]. (4) The reactants are: [N+:1]([C:4]1[CH:14]=[CH:13][C:7]([O:8][CH2:9][CH:10]2[CH2:12][O:11]2)=[CH:6][CH:5]=1)([O-])=O.[CH3:15][NH:16][CH3:17]. Given the product [NH2:1][C:4]1[CH:14]=[CH:13][C:7]([O:8][CH2:9][CH:10]([OH:11])[CH2:12][N:16]([CH3:17])[CH3:15])=[CH:6][CH:5]=1, predict the reactants needed to synthesize it. (5) Given the product [Cl:16][C:17]1[CH:25]=[C:24]([C:26]#[C:27][CH:28]([O:30][CH3:31])[CH3:29])[C:20]2[O:21][CH2:22][O:23][C:19]=2[C:18]=1[NH:32][C:34]1[C:43]2[C:38](=[CH:39][C:40]([O:46][CH2:47][CH2:48][CH2:49][N:50]3[CH2:51][CH2:52][O:53][CH2:54][CH2:55]3)=[C:41]([O:44][CH3:45])[CH:42]=2)[N:37]=[CH:36][N:35]=1, predict the reactants needed to synthesize it. The reactants are: C[Si]([N-][Si](C)(C)C)(C)C.[Na+].O1CCCC1.[Cl:16][C:17]1[CH:25]=[C:24]([C:26]#[C:27][CH:28]([O:30][CH3:31])[CH3:29])[C:20]2[O:21][CH2:22][O:23][C:19]=2[C:18]=1[NH2:32].Cl[C:34]1[C:43]2[C:38](=[CH:39][C:40]([O:46][CH2:47][CH2:48][CH2:49][N:50]3[CH2:55][CH2:54][O:53][CH2:52][CH2:51]3)=[C:41]([O:44][CH3:45])[CH:42]=2)[N:37]=[CH:36][N:35]=1. (6) Given the product [CH2:19]([N:18]1[CH:12]2[CH2:13][O:14][CH2:15][CH:16]1[CH2:17][NH:10][CH2:11]2)[C:20]1[CH:25]=[CH:24][CH:23]=[CH:22][CH:21]=1, predict the reactants needed to synthesize it. The reactants are: C1(S([N:10]2[CH2:17][CH:16]3[N:18]([CH2:19][C:20]4[CH:25]=[CH:24][CH:23]=[CH:22][CH:21]=4)[CH:12]([CH2:13][O:14][CH2:15]3)[CH2:11]2)(=O)=O)C=CC=CC=1.[OH-].[Na+]. (7) Given the product [Br:1][C:27]1[C:14]([CH2:15][N:16]2[C:24](=[O:25])[C:23]3[C:18](=[CH:19][CH:20]=[CH:21][CH:22]=3)[C:17]2=[O:26])=[C:13]([F:33])[C:12]([O:11][CH2:9][CH3:10])=[C:29]([O:30][CH2:31][CH3:32])[CH:28]=1, predict the reactants needed to synthesize it. The reactants are: [Br:1]N1C(=O)CCC1=O.[CH2:9]([O:11][C:12]1[C:13]([F:33])=[C:14]([CH:27]=[CH:28][C:29]=1[O:30][CH2:31][CH3:32])[CH2:15][N:16]1[C:24](=[O:25])[C:23]2[C:18](=[CH:19][CH:20]=[CH:21][CH:22]=2)[C:17]1=[O:26])[CH3:10]. (8) Given the product [O:26]1[CH:30]=[CH:29][C:28]([C:31]2[CH:32]=[C:33]([C:43]([F:45])([F:44])[F:46])[C:34]3[N:35]([CH:37]=[C:38]([CH2:40][CH2:41][NH2:42])[N:39]=3)[CH:36]=2)=[CH:27]1, predict the reactants needed to synthesize it. The reactants are: CN(C(ON1N=NC2C=CC=NC1=2)=[N+](C)C)C.F[P-](F)(F)(F)(F)F.Cl.[O:26]1[CH:30]=[CH:29][C:28]([C:31]2[CH:32]=[C:33]([C:43]([F:46])([F:45])[F:44])[C:34]3[N:35]([CH:37]=[C:38]([CH2:40][CH2:41][NH2:42])[N:39]=3)[CH:36]=2)=[CH:27]1.C1(CC(O)=O)C=CC=CC=1. (9) Given the product [Cl:6][C:7]1[N:8]=[C:9]([F:13])[C:10]([C:5]2([OH:4])[CH2:3][CH2:2][CH2:1]2)=[CH:11][CH:12]=1, predict the reactants needed to synthesize it. The reactants are: [CH2:1]1[CH2:5][O:4][CH2:3][CH2:2]1.[Cl:6][C:7]1[CH:12]=[CH:11][CH:10]=[C:9]([F:13])[N:8]=1.[Li+].CC([N-]C(C)C)C.C1(=O)CCC1. (10) Given the product [Cl:1][C:2]1[CH:7]=[C:6]([CH:5]=[C:4]([CH2:11][S:12]([CH3:15])(=[O:14])=[O:13])[CH:3]=1)[NH2:8], predict the reactants needed to synthesize it. The reactants are: [Cl:1][C:2]1[CH:7]=[C:6]([N+:8]([O-])=O)[CH:5]=[C:4]([CH2:11][S:12]([CH3:15])(=[O:14])=[O:13])[CH:3]=1.